From a dataset of Forward reaction prediction with 1.9M reactions from USPTO patents (1976-2016). Predict the product of the given reaction. (1) Given the reactants [CH3:1][C:2]([C:5]1[CH:6]=[C:7]([C:16]2[N:17]=[C:18]([CH2:21][NH:22][CH3:23])[S:19][CH:20]=2)[CH:8]=[C:9]([C:12]([CH3:15])([CH3:14])[CH3:13])[C:10]=1[OH:11])([CH3:4])[CH3:3].[ClH:24], predict the reaction product. The product is: [ClH:24].[CH3:4][C:2]([C:5]1[CH:6]=[C:7]([C:16]2[N:17]=[C:18]([CH2:21][NH:22][CH3:23])[S:19][CH:20]=2)[CH:8]=[C:9]([C:12]([CH3:13])([CH3:14])[CH3:15])[C:10]=1[OH:11])([CH3:1])[CH3:3]. (2) Given the reactants [CH2:1]([N:3]([CH2:37][CH3:38])[CH2:4][CH2:5][CH2:6][NH:7][C:8]1[N:9]=[C:10]([C:27]2[CH:28]=[C:29]([CH:33]=[CH:34][C:35]=2[CH3:36])[C:30](O)=[O:31])[C:11]2[CH:17]=[CH:16][C:15](=[O:18])[N:14]([C:19]3[C:24]([F:25])=[CH:23][CH:22]=[CH:21][C:20]=3[F:26])[C:12]=2[N:13]=1)[CH3:2].CN(C(ON1N=NC2C=CC=CC1=2)=[N+](C)C)C.F[P-](F)(F)(F)(F)F.C(N(CC)CC)C.[CH3:70][CH:71]([CH3:75])[C@@H:72]([NH2:74])[CH3:73], predict the reaction product. The product is: [CH2:37]([N:3]([CH2:1][CH3:2])[CH2:4][CH2:5][CH2:6][NH:7][C:8]1[N:9]=[C:10]([C:27]2[CH:28]=[C:29]([CH:33]=[CH:34][C:35]=2[CH3:36])[C:30]([NH:74][C@@H:72]([CH3:73])[CH:71]([CH3:75])[CH3:70])=[O:31])[C:11]2[CH:17]=[CH:16][C:15](=[O:18])[N:14]([C:19]3[C:24]([F:25])=[CH:23][CH:22]=[CH:21][C:20]=3[F:26])[C:12]=2[N:13]=1)[CH3:38]. (3) Given the reactants Br[CH2:2][C:3]([O:5][CH2:6][CH3:7])=[O:4].[I:8][C:9]1[CH:10]=[C:11]([O:18]C)[C:12](=[CH:16][CH:17]=1)[C:13]([O-:15])=[O:14].[C:20](=O)([O-])[O-].[K+].[K+].[I-].[K+], predict the reaction product. The product is: [CH2:6]([O:5][C:3](=[O:4])[CH2:2][O:18][C:11]1[CH:10]=[C:9]([I:8])[CH:17]=[CH:16][C:12]=1[C:13]([O:15][CH3:20])=[O:14])[CH3:7].